This data is from Forward reaction prediction with 1.9M reactions from USPTO patents (1976-2016). The task is: Predict the product of the given reaction. (1) Given the reactants C(OC([N:8]1[CH2:11][CH2:10][C@@:9]1([C:13](=[O:30])[N:14]([CH2:22][C:23]1[CH:28]=[CH:27][CH:26]=[C:25]([Cl:29])[CH:24]=1)[CH2:15][CH2:16][CH2:17][C:18]([O:20][CH3:21])=[O:19])[CH3:12])=O)(C)(C)C.Cl, predict the reaction product. The product is: [ClH:29].[CH3:21][O:20][C:18](=[O:19])[CH2:17][CH2:16][CH2:15][N:14]([CH2:22][C:23]1[CH:28]=[CH:27][CH:26]=[C:25]([Cl:29])[CH:24]=1)[C:13]([C@@:9]1([CH3:12])[CH2:10][CH2:11][NH:8]1)=[O:30]. (2) Given the reactants [CH3:1][CH2:2][O:3][CH2:4][C:5](Cl)=[O:6].[Cl:8][C:9]1[CH:18]=[CH:17][C:12]([C:13]([NH:15][NH2:16])=[O:14])=[CH:11][N:10]=1.CN1CCOCC1, predict the reaction product. The product is: [CH2:2]([O:3][CH2:4][C:5]([NH:16][NH:15][C:13](=[O:14])[C:12]1[CH:17]=[CH:18][C:9]([Cl:8])=[N:10][CH:11]=1)=[O:6])[CH3:1]. (3) Given the reactants [Cl:1][C:2]1[N:11]=[C:10]([NH:12][C:13]2[CH:14]=[N:15][C:16]([O:19][CH3:20])=[CH:17][CH:18]=2)[C:9]2[C:4](=[CH:5][CH:6]=[CH:7][CH:8]=2)[N:3]=1.[CH3:21]I.[H-].[Na+], predict the reaction product. The product is: [Cl:1][C:2]1[N:11]=[C:10]([N:12]([C:13]2[CH:14]=[N:15][C:16]([O:19][CH3:20])=[CH:17][CH:18]=2)[CH3:21])[C:9]2[C:4](=[CH:5][CH:6]=[CH:7][CH:8]=2)[N:3]=1. (4) Given the reactants [Br:1][C:2]1[CH:3]=[C:4]([CH:8]=[CH:9][CH:10]=1)[C:5](Cl)=[O:6].C(N(CC)CC)C.[CH:18]1([NH2:24])[CH2:23][CH2:22][CH2:21][CH2:20][CH2:19]1, predict the reaction product. The product is: [Br:1][C:2]1[CH:3]=[C:4]([CH:8]=[CH:9][CH:10]=1)[C:5]([NH:24][CH:18]1[CH2:23][CH2:22][CH2:21][CH2:20][CH2:19]1)=[O:6]. (5) Given the reactants [Na].[CH3:2][O:3][CH2:4][CH2:5][O:6][CH2:7][CH2:8][OH:9].[Br:10][CH2:11][CH2:12][CH2:13][CH2:14]Br, predict the reaction product. The product is: [Br:10][CH2:11][CH2:12][CH2:13][CH2:14][O:9][CH2:8][CH2:7][O:6][CH2:5][CH2:4][O:3][CH3:2]. (6) Given the reactants [O:1]1[C:5]2[CH:6]=[CH:7][CH:8]=[CH:9][C:4]=2[CH:3]=[C:2]1[CH:10]1[CH2:15][CH2:14][C:13]([CH3:19])([C:16]([OH:18])=O)[CH2:12][CH2:11]1.Cl.CN(C)CCCN=C=NCC.[C:32]1([S:42]([NH2:45])(=[O:44])=[O:43])[C:33]([S:38]([NH2:41])(=[O:40])=[O:39])=[CH:34][CH:35]=[CH:36][CH:37]=1, predict the reaction product. The product is: [O:1]1[C:5]2[CH:6]=[CH:7][CH:8]=[CH:9][C:4]=2[CH:3]=[C:2]1[CH:10]1[CH2:15][CH2:14][C:13]([CH3:19])([C:16]([NH:45][S:42]([C:32]2[CH:37]=[CH:36][CH:35]=[CH:34][C:33]=2[S:38](=[O:40])(=[O:39])[NH2:41])(=[O:44])=[O:43])=[O:18])[CH2:12][CH2:11]1. (7) Given the reactants N#N.[OH:3][C@H:4]1[CH2:9][CH2:8][C@H:7]([NH:10][C:11](=[O:17])[O:12][C:13]([CH3:16])([CH3:15])[CH3:14])[CH2:6][CH2:5]1.[CH3:18]N(C)C1C2C(=CC=CC=2N(C)C)C=CC=1.F[B-](F)(F)F.C[O+](C)C, predict the reaction product. The product is: [CH3:18][O:3][C@H:4]1[CH2:9][CH2:8][C@H:7]([NH:10][C:11](=[O:17])[O:12][C:13]([CH3:14])([CH3:16])[CH3:15])[CH2:6][CH2:5]1. (8) Given the reactants [F:1][C:2]([F:15])([F:14])[C:3]1[CH:4]=[C:5]([S:9][CH2:10][C:11]([OH:13])=O)[CH:6]=[CH:7][CH:8]=1.[CH2:16]([NH:18][CH:19]1[CH2:24][CH2:23][CH2:22][CH2:21][CH2:20]1)[CH3:17].O.ON1C2C=CC=CC=2N=N1.Cl.CN(C)CCCN=C=NCC.Cl, predict the reaction product. The product is: [CH:19]1([N:18]([CH2:16][CH3:17])[C:11](=[O:13])[CH2:10][S:9][C:5]2[CH:6]=[CH:7][CH:8]=[C:3]([C:2]([F:1])([F:15])[F:14])[CH:4]=2)[CH2:24][CH2:23][CH2:22][CH2:21][CH2:20]1. (9) Given the reactants C(Cl)(=O)C(Cl)=[O:3].CS(C)=O.[CH3:11][O:12][C:13]1[CH:14]=[C:15]([CH:21](O)[CH2:22][CH3:23])[CH:16]=[CH:17][C:18]=1[O:19][CH3:20].C(N(CC)CC)C, predict the reaction product. The product is: [CH3:11][O:12][C:13]1[CH:14]=[C:15]([CH:16]=[CH:17][C:18]=1[O:19][CH3:20])[CH2:21][CH2:22][CH:23]=[O:3].